This data is from NCI-60 drug combinations with 297,098 pairs across 59 cell lines. The task is: Regression. Given two drug SMILES strings and cell line genomic features, predict the synergy score measuring deviation from expected non-interaction effect. (1) Drug 1: CC1=C(C(=CC=C1)Cl)NC(=O)C2=CN=C(S2)NC3=CC(=NC(=N3)C)N4CCN(CC4)CCO. Drug 2: C1CN(CCN1C(=O)CCBr)C(=O)CCBr. Cell line: M14. Synergy scores: CSS=12.6, Synergy_ZIP=-5.57, Synergy_Bliss=-0.839, Synergy_Loewe=0.637, Synergy_HSA=1.10. (2) Drug 1: C1=NC2=C(N=C(N=C2N1C3C(C(C(O3)CO)O)F)Cl)N. Drug 2: C1CC(=O)NC(=O)C1N2C(=O)C3=CC=CC=C3C2=O. Cell line: HT29. Synergy scores: CSS=-1.09, Synergy_ZIP=-0.166, Synergy_Bliss=-1.64, Synergy_Loewe=-0.685, Synergy_HSA=-2.90. (3) Drug 1: CC1=C(C(=CC=C1)Cl)NC(=O)C2=CN=C(S2)NC3=CC(=NC(=N3)C)N4CCN(CC4)CCO. Drug 2: CN(C(=O)NC(C=O)C(C(C(CO)O)O)O)N=O. Cell line: SN12C. Synergy scores: CSS=20.1, Synergy_ZIP=0.376, Synergy_Bliss=7.81, Synergy_Loewe=-11.5, Synergy_HSA=5.17. (4) Drug 2: B(C(CC(C)C)NC(=O)C(CC1=CC=CC=C1)NC(=O)C2=NC=CN=C2)(O)O. Synergy scores: CSS=21.0, Synergy_ZIP=0.548, Synergy_Bliss=-0.136, Synergy_Loewe=-27.7, Synergy_HSA=-0.681. Drug 1: C1=CC=C(C(=C1)C(C2=CC=C(C=C2)Cl)C(Cl)Cl)Cl. Cell line: SF-268. (5) Drug 1: C1CCN(CC1)CCOC2=CC=C(C=C2)C(=O)C3=C(SC4=C3C=CC(=C4)O)C5=CC=C(C=C5)O. Drug 2: CCC1(C2=C(COC1=O)C(=O)N3CC4=CC5=C(C=CC(=C5CN(C)C)O)N=C4C3=C2)O.Cl. Cell line: OVCAR3. Synergy scores: CSS=25.1, Synergy_ZIP=-6.37, Synergy_Bliss=-4.57, Synergy_Loewe=-17.2, Synergy_HSA=-3.11. (6) Drug 1: C1=CC(=CC=C1CCCC(=O)O)N(CCCl)CCCl. Synergy scores: CSS=26.9, Synergy_ZIP=-9.42, Synergy_Bliss=-9.63, Synergy_Loewe=-15.3, Synergy_HSA=-7.45. Drug 2: CN(C(=O)NC(C=O)C(C(C(CO)O)O)O)N=O. Cell line: HOP-92. (7) Drug 1: CC1=CC=C(C=C1)C2=CC(=NN2C3=CC=C(C=C3)S(=O)(=O)N)C(F)(F)F. Drug 2: C1C(C(OC1N2C=NC3=C2NC=NCC3O)CO)O. Cell line: T-47D. Synergy scores: CSS=2.69, Synergy_ZIP=-1.67, Synergy_Bliss=-2.68, Synergy_Loewe=-1.73, Synergy_HSA=-3.02.